Dataset: Catalyst prediction with 721,799 reactions and 888 catalyst types from USPTO. Task: Predict which catalyst facilitates the given reaction. (1) Reactant: [N:1]1([C:11]([C:13]2[CH:14]=[C:15]([NH2:18])[S:16][CH:17]=2)=[O:12])[C:10]2[C:5](=[CH:6][CH:7]=[CH:8][CH:9]=2)[CH2:4][CH2:3][CH2:2]1.[N:19]([C:22]1[CH:31]=[CH:30][CH:29]=[CH:28][C:23]=1[C:24](OC)=[O:25])=[C:20]=[O:21].C(O)C(N)(CO)CO. Product: [N:1]1([C:11]([C:13]2[CH:14]=[C:15]([N:18]3[C:24](=[O:25])[C:23]4[C:22](=[CH:31][CH:30]=[CH:29][CH:28]=4)[NH:19][C:20]3=[O:21])[S:16][CH:17]=2)=[O:12])[C:10]2[C:5](=[CH:6][CH:7]=[CH:8][CH:9]=2)[CH2:4][CH2:3][CH2:2]1. The catalyst class is: 230. (2) Reactant: Cl[C:2]1[N:7]=[N:6][C:5]([CH2:8][N:9]2[C:18]3[C:13](=[CH:14][CH:15]=[CH:16][C:17]=3[F:19])[C:12](=[O:20])[C:11]([C:21]([OH:23])=[O:22])=[CH:10]2)=[CH:4][CH:3]=1.[CH3:24][S-:25].[Na+]. Product: [F:19][C:17]1[CH:16]=[CH:15][CH:14]=[C:13]2[C:18]=1[N:9]([CH2:8][C:5]1[N:6]=[N:7][C:2]([S:25][CH3:24])=[CH:3][CH:4]=1)[CH:10]=[C:11]([C:21]([OH:23])=[O:22])[C:12]2=[O:20]. The catalyst class is: 16.